Dataset: Peptide-MHC class II binding affinity with 134,281 pairs from IEDB. Task: Regression. Given a peptide amino acid sequence and an MHC pseudo amino acid sequence, predict their binding affinity value. This is MHC class II binding data. (1) The peptide sequence is EKPMNVQSLGWNIIT. The MHC is DRB3_0301 with pseudo-sequence DRB3_0301. The binding affinity (normalized) is 0.872. (2) The peptide sequence is TKVTFHVVGVGPLLH. The MHC is HLA-DQA10101-DQB10501 with pseudo-sequence HLA-DQA10101-DQB10501. The binding affinity (normalized) is 0.366.